From a dataset of Catalyst prediction with 721,799 reactions and 888 catalyst types from USPTO. Predict which catalyst facilitates the given reaction. (1) Reactant: [CH3:1][N:2]1[C:10]2[C:5](=[CH:6][C:7]([C:11]3[CH:20]=[CH:19][C:14]([O:15][CH2:16][C:17]#[N:18])=[CH:13][CH:12]=3)=[CH:8][CH:9]=2)[C:4]([CH2:21][CH2:22][CH2:23][CH2:24][CH3:25])=[C:3]1[C:26]1[CH:31]=[CH:30][CH:29]=[CH:28][CH:27]=1.[N-:32]=[N+:33]=[N-:34].[Na+].[NH4+].[Cl-]. Product: [CH3:1][N:2]1[C:10]2[C:5](=[CH:6][C:7]([C:11]3[CH:20]=[CH:19][C:14]([O:15][CH2:16][C:17]4[NH:34][N:33]=[N:32][N:18]=4)=[CH:13][CH:12]=3)=[CH:8][CH:9]=2)[C:4]([CH2:21][CH2:22][CH2:23][CH2:24][CH3:25])=[C:3]1[C:26]1[CH:27]=[CH:28][CH:29]=[CH:30][CH:31]=1. The catalyst class is: 3. (2) Reactant: [CH3:1][O:2][C:3]([C:5]1[S:6][C:7]([C:12]2[CH:17]=[CH:16][C:15]([Cl:18])=[CH:14][CH:13]=2)=[CH:8][C:9]=1[CH:10]=[CH2:11])=[O:4].C12BC(CCC1)CCC2.[OH:28]O.[OH-].[Na+]. Product: [CH3:1][O:2][C:3]([C:5]1[S:6][C:7]([C:12]2[CH:13]=[CH:14][C:15]([Cl:18])=[CH:16][CH:17]=2)=[CH:8][C:9]=1[CH2:10][CH2:11][OH:28])=[O:4]. The catalyst class is: 7. (3) Reactant: [CH2:1]([O:8][C:9](=[O:31])[NH:10][C@H:11]1[C:17](=[O:18])[NH:16][C:15]2[CH:19]=[CH:20][C:21]([N:23]3[CH2:27][CH:26]([CH2:28][OH:29])[O:25][C:24]3=[O:30])=[CH:22][C:14]=2[CH2:13][CH2:12]1)[C:2]1[CH:7]=[CH:6][CH:5]=[CH:4][CH:3]=1.C(N(CC)CC)C.[CH3:39][S:40](Cl)(=[O:42])=[O:41]. Product: [CH2:1]([O:8][C:9]([NH:10][CH:11]1[C:17](=[O:18])[NH:16][C:15]2[CH:19]=[CH:20][C:21]([N:23]3[CH2:27][C@H:26]([CH2:28][O:29][S:40]([CH3:39])(=[O:42])=[O:41])[O:25][C:24]3=[O:30])=[CH:22][C:14]=2[CH2:13][CH2:12]1)=[O:31])[C:2]1[CH:3]=[CH:4][CH:5]=[CH:6][CH:7]=1. The catalyst class is: 96. (4) Reactant: Cl[C:2]1[C:11]2[C:6](=[CH:7][C:8]([S:12]([N:15]([CH2:21][C:22]3[CH:27]=[CH:26][C:25]([O:28][CH3:29])=[CH:24][CH:23]=3)[C:16]3[S:17][CH:18]=[CH:19][N:20]=3)(=[O:14])=[O:13])=[CH:9][CH:10]=2)[CH:5]=[CH:4][N:3]=1.[Cl:30][C:31]1[CH:36]=[CH:35][C:34](B(O)O)=[C:33]([OH:40])[CH:32]=1.C(=O)([O-])[O-].[K+].[K+].O1CCOCC1. Product: [Cl:30][C:31]1[CH:36]=[CH:35][C:34]([C:2]2[C:11]3[C:6](=[CH:7][C:8]([S:12]([N:15]([CH2:21][C:22]4[CH:27]=[CH:26][C:25]([O:28][CH3:29])=[CH:24][CH:23]=4)[C:16]4[S:17][CH:18]=[CH:19][N:20]=4)(=[O:14])=[O:13])=[CH:9][CH:10]=3)[CH:5]=[CH:4][N:3]=2)=[C:33]([OH:40])[CH:32]=1. The catalyst class is: 103.